Dataset: Retrosynthesis with 50K atom-mapped reactions and 10 reaction types from USPTO. Task: Predict the reactants needed to synthesize the given product. (1) Given the product COc1cc2ncnc(NC(=O)Nc3c(Cl)cccc3Cl)c2cc1OC, predict the reactants needed to synthesize it. The reactants are: COc1cc2ncnc(N)c2cc1OC.O=C=Nc1c(Cl)cccc1Cl. (2) The reactants are: ClCCCl.NC(=O)c1cccc(O)c1. Given the product NC(=O)c1cccc(OCCCl)c1, predict the reactants needed to synthesize it. (3) Given the product Cc1cc(C#N)cnc1C(=O)Nc1ccc(F)c([C@]2(C)CO[C@@](C)(C(F)(F)F)C(NC(=O)OC(C)(C)C)=N2)c1, predict the reactants needed to synthesize it. The reactants are: CC(C)(C)OC(=O)NC1=N[C@](C)(c2cc(N)ccc2F)CO[C@@]1(C)C(F)(F)F.Cc1cc(C#N)cnc1C(=O)O. (4) Given the product Cn1cc2c(c1)S(=O)(=O)N(CCCN1CCN(c3ccc(F)cc3)CC1)CCC2=O, predict the reactants needed to synthesize it. The reactants are: Cn1cc2c(c1)S(=O)(=O)NCCC2=O.Fc1ccc(N2CCN(CCCCl)CC2)cc1. (5) The reactants are: CC(C)(C)OC(=O)OC(=O)OC(C)(C)C.CC[C@H](N)c1ccnc(C(N)=O)c1. Given the product CC[C@H](NC(=O)OC(C)(C)C)c1ccnc(C(N)=O)c1, predict the reactants needed to synthesize it. (6) Given the product COc1ccc(C)cc1S(=O)(=O)Nc1ccccc1NS(=O)(=O)c1cc2ccccc2s1, predict the reactants needed to synthesize it. The reactants are: COc1ccc(C)cc1S(=O)(=O)Cl.Nc1ccccc1NS(=O)(=O)c1cc2ccccc2s1. (7) Given the product CNc1ccnc(Cl)n1, predict the reactants needed to synthesize it. The reactants are: CN.Clc1ccnc(Cl)n1.